From a dataset of Full USPTO retrosynthesis dataset with 1.9M reactions from patents (1976-2016). Predict the reactants needed to synthesize the given product. (1) Given the product [CH2:24]([N:23]1[C:22]2[C:21](=[O:28])[N:20]([CH3:29])[C:19](=[O:30])[N:18]([CH3:31])[C:17]=2[C:16]([C:32]([N:33]([CH3:35])[CH3:34])=[O:36])=[C:15]1[N:11]1[CH2:12][CH2:13][CH2:14][NH:8][CH2:9][CH2:10]1)[C:25]#[C:26][CH3:27], predict the reactants needed to synthesize it. The reactants are: C(OC([N:8]1[CH2:14][CH2:13][CH2:12][N:11]([C:15]2[N:23]([CH2:24][C:25]#[C:26][CH3:27])[C:22]3[C:21](=[O:28])[N:20]([CH3:29])[C:19](=[O:30])[N:18]([CH3:31])[C:17]=3[C:16]=2[C:32](=[O:36])[N:33]([CH3:35])[CH3:34])[CH2:10][CH2:9]1)=O)(C)(C)C.C(=O)(O)[O-].[Na+]. (2) Given the product [CH3:20][S:21]([O:12][CH2:11][CH2:10][O:9][CH2:8][CH2:7][O:6][CH2:5][CH2:4][N:1]=[N+:2]=[N-:3])(=[O:23])=[O:22], predict the reactants needed to synthesize it. The reactants are: [N:1]([CH2:4][CH2:5][O:6][CH2:7][CH2:8][O:9][CH2:10][CH2:11][OH:12])=[N+:2]=[N-:3].CCN(CC)CC.[CH3:20][S:21](Cl)(=[O:23])=[O:22]. (3) Given the product [C:40]([NH:6][CH2:5][C:4]1[CH:3]=[C:2]([C:18]2[CH:19]=[CH:20][C:21]([CH:24]=[CH:25][C:26]([O:28][CH2:29][CH3:30])=[O:27])=[CH:22][CH:23]=2)[CH:9]=[CH:8][CH:7]=1)(=[O:48])[CH2:41][CH2:42][CH2:43][CH2:44][CH2:45][CH2:46][CH3:47], predict the reactants needed to synthesize it. The reactants are: I[C:2]1[CH:3]=[C:4]([CH:7]=[CH:8][CH:9]=1)[CH2:5][NH2:6].CC1(C)C(C)(C)OB([C:18]2[CH:23]=[CH:22][C:21]([CH:24]=[CH:25][C:26]([O:28][CH2:29][CH3:30])=[O:27])=[CH:20][CH:19]=2)O1.P([O-])([O-])([O-])=O.[K+].[K+].[K+].[C:40](Cl)(=[O:48])[CH2:41][CH2:42][CH2:43][CH2:44][CH2:45][CH2:46][CH3:47]. (4) Given the product [C:1]([O:5][C:6]([N:8]1[CH2:13][CH2:12][CH2:11][C@H:10]([C:14]2[N:17]=[C:26]([CH2:25][C:22]3[CH:23]=[CH:24][C:19]([F:18])=[CH:20][CH:21]=3)[O:16][N:15]=2)[CH2:9]1)=[O:7])([CH3:4])([CH3:2])[CH3:3], predict the reactants needed to synthesize it. The reactants are: [C:1]([O:5][C:6]([N:8]1[CH2:13][CH2:12][CH2:11][C@H:10]([C:14](=[NH:17])[NH:15][OH:16])[CH2:9]1)=[O:7])([CH3:4])([CH3:3])[CH3:2].[F:18][C:19]1[CH:24]=[CH:23][C:22]([CH2:25][C:26](O)=O)=[CH:21][CH:20]=1.C1C=CC2N(O)N=NC=2C=1.CCN=C=NCCCN(C)C.Cl.C(N(CC)CC)C. (5) Given the product [CH3:16][C:17]1([CH3:33])[C:21]([CH3:23])([CH3:22])[O:20][B:19]([C:7]2[CH:8]=[C:9]([C@@H:13]([OH:15])[CH3:14])[CH:10]=[CH:11][CH:12]=2)[O:18]1, predict the reactants needed to synthesize it. The reactants are: C([O-])(=O)C.[K+].Br[C:7]1[CH:8]=[C:9]([C@@H:13]([OH:15])[CH3:14])[CH:10]=[CH:11][CH:12]=1.[CH3:16][C:17]1([CH3:33])[C:21]([CH3:23])([CH3:22])[O:20][B:19]([B:19]2[O:20][C:21]([CH3:23])([CH3:22])[C:17]([CH3:33])([CH3:16])[O:18]2)[O:18]1.O1CCOCC1.